Dataset: Blood-brain barrier permeability classification from the B3DB database. Task: Regression/Classification. Given a drug SMILES string, predict its absorption, distribution, metabolism, or excretion properties. Task type varies by dataset: regression for continuous measurements (e.g., permeability, clearance, half-life) or binary classification for categorical outcomes (e.g., BBB penetration, CYP inhibition). Dataset: b3db_classification. The molecule is CC(=O)O[C@H](CC(=O)O)C[N+](C)(C)C. The result is 0 (does not penetrate BBB).